Dataset: Forward reaction prediction with 1.9M reactions from USPTO patents (1976-2016). Task: Predict the product of the given reaction. (1) Given the reactants [O:1]1[CH:5]=[CH:4][C:3]([C:6]2[N:7]=[C:8]3[CH:13]=[CH:12][C:11]([C:14]4[CH:19]=[CH:18][CH:17]=[CH:16][C:15]=4[CH2:20][OH:21])=[CH:10][N:9]3[CH:22]=2)=[CH:2]1.[ClH:23], predict the reaction product. The product is: [ClH:23].[O:1]1[CH:5]=[CH:4][C:3]([C:6]2[N:7]=[C:8]3[CH:13]=[CH:12][C:11]([C:14]4[CH:19]=[CH:18][CH:17]=[CH:16][C:15]=4[CH2:20][OH:21])=[CH:10][N:9]3[CH:22]=2)=[CH:2]1. (2) Given the reactants [F:1][C:2]1[CH:19]=[CH:18][C:5](/[CH:6]=[N:7]/[C:8]2[CH:16]=[CH:15][CH:14]=[C:13]3[C:9]=2[CH2:10][O:11][C:12]3=[O:17])=[CH:4][CH:3]=1.[CH3:20][N:21]1[CH:25]=[CH:24][N:23]=[C:22]1[CH:26]=O.[CH2:28]([OH:30])[CH3:29], predict the reaction product. The product is: [F:1][C:2]1[CH:3]=[CH:4][C:5]([CH:6]2[CH:26]([C:22]3[N:21]([CH3:20])[CH:25]=[CH:24][N:23]=3)[C:28](=[O:30])[C:29]3[C:13]([C:12]([O:11][CH2:10][CH3:9])=[O:17])=[CH:14][CH:15]=[CH:16][C:8]=3[NH:7]2)=[CH:18][CH:19]=1. (3) Given the reactants [C:1]1([NH:7][NH2:8])[CH:6]=[CH:5][CH:4]=[CH:3][CH:2]=1.[CH3:9][O:10][C:11](OC)=[C:12]([C:15]#[N:16])[C:13]#[N:14], predict the reaction product. The product is: [NH2:16][C:15]1[N:7]([C:1]2[CH:6]=[CH:5][CH:4]=[CH:3][CH:2]=2)[N:8]=[C:11]([O:10][CH3:9])[C:12]=1[C:13]#[N:14]. (4) Given the reactants CO.[OH-].[Na+].[C:5]1([C:11]2[CH:23]=[CH:22][C:14]([C:15]([O:17]C(C)(C)C)=[O:16])=[C:13]([NH:24][C:25](=[O:37])[C:26]3[CH:31]=[CH:30][C:29]([N:32]4[CH:36]=[CH:35][CH:34]=[CH:33]4)=[CH:28][CH:27]=3)[CH:12]=2)[CH:10]=[CH:9][CH:8]=[CH:7][CH:6]=1.Cl, predict the reaction product. The product is: [C:5]1([C:11]2[CH:23]=[CH:22][C:14]([C:15]([OH:17])=[O:16])=[C:13]([NH:24][C:25](=[O:37])[C:26]3[CH:31]=[CH:30][C:29]([N:32]4[CH:33]=[CH:34][CH:35]=[CH:36]4)=[CH:28][CH:27]=3)[CH:12]=2)[CH:6]=[CH:7][CH:8]=[CH:9][CH:10]=1. (5) Given the reactants [F:1][C:2]1[CH:7]=[CH:6][C:5]([F:8])=[CH:4][C:3]=1[C:9]1[CH:14]=[C:13]([NH:15][C:16]2[CH:21]=[CH:20][N:19]=[C:18]3[CH:22]=[N:23][NH:24][C:17]=23)[CH:12]=[CH:11][N:10]=1.[N:25]([CH2:28][CH3:29])=[C:26]=[O:27], predict the reaction product. The product is: [F:1][C:2]1[CH:7]=[CH:6][C:5]([F:8])=[CH:4][C:3]=1[C:9]1[CH:14]=[C:13]([NH:15][C:16]2[CH:21]=[CH:20][N:19]=[C:18]3[CH:22]=[N:23][N:24]([C:26]([NH:25][CH2:28][CH3:29])=[O:27])[C:17]=23)[CH:12]=[CH:11][N:10]=1. (6) Given the reactants [CH2:1]([O:8][C:9]1[C:10]([CH3:18])=[CH:11][C:12]([Br:17])=[C:13]([CH:16]=1)[CH:14]=O)[C:2]1[CH:7]=[CH:6][CH:5]=[CH:4][CH:3]=1.[CH3:19][O:20][C:21]([CH:23](P(OC)(OC)=O)[NH:24][C:25]([O:27][CH2:28][C:29]1[CH:34]=[CH:33][CH:32]=[CH:31][CH:30]=1)=[O:26])=[O:22].CN(C)C(N(C)C)=N.Cl, predict the reaction product. The product is: [CH3:19][O:20][C:21](=[O:22])/[C:23](/[NH:24][C:25]([O:27][CH2:28][C:29]1[CH:34]=[CH:33][CH:32]=[CH:31][CH:30]=1)=[O:26])=[CH:14]/[C:13]1[CH:16]=[C:9]([O:8][CH2:1][C:2]2[CH:7]=[CH:6][CH:5]=[CH:4][CH:3]=2)[C:10]([CH3:18])=[CH:11][C:12]=1[Br:17].